Dataset: hERG potassium channel inhibition data for cardiac toxicity prediction from Karim et al.. Task: Regression/Classification. Given a drug SMILES string, predict its toxicity properties. Task type varies by dataset: regression for continuous values (e.g., LD50, hERG inhibition percentage) or binary classification for toxic/non-toxic outcomes (e.g., AMES mutagenicity, cardiotoxicity, hepatotoxicity). Dataset: herg_karim. The compound is N#Cc1ccc2[nH]c(C3CCN(CCn4c(=O)ccc5ncc(Oc6cccnc6)cc54)CC3)nc2c1. The result is 1 (blocker).